Dataset: Reaction yield outcomes from USPTO patents with 853,638 reactions. Task: Predict the reaction yield, written as a fraction of the theoretical maximum amount of product (1.0 means a 100% yield; for example, 0.34 means a 34% yield). (1) The reactants are [F:1][C:2]1[CH:3]=[C:4]2[C:8](=[CH:9][CH:10]=1)[NH:7][CH:6]=[CH:5]2.[F:11][C:12]1[CH:17]=[CH:16][C:15]([C:18](O)([CH2:21][CH3:22])[CH2:19][CH3:20])=[CH:14][CH:13]=1.FC(F)(F)C(O)=O.C(=O)(O)[O-].[Na+]. The catalyst is ClCCl.C(OCC)(=O)C. The product is [CH2:19]([C:18]([C:5]1[C:4]2[C:8](=[CH:9][CH:10]=[C:2]([F:1])[CH:3]=2)[NH:7][CH:6]=1)([C:15]1[CH:14]=[CH:13][C:12]([F:11])=[CH:17][CH:16]=1)[CH2:21][CH3:22])[CH3:20]. The yield is 0.600. (2) The reactants are Br[C:2]1[N:22]([S:23]([C:26]2[CH:31]=[CH:30][CH:29]=[CH:28][CH:27]=2)(=[O:25])=[O:24])[C:5]2=[N:6][CH:7]=[C:8]([CH2:10][CH2:11][C:12]3[CH:17]=[C:16]([O:18][CH3:19])[CH:15]=[C:14]([O:20][CH3:21])[CH:13]=3)[N:9]=[C:4]2[CH:3]=1.[CH3:32][N:33]1[CH2:38][CH2:37][N:36]([C:39]2[CH:44]=[CH:43][C:42](B3OC(C)(C)C(C)(C)O3)=[CH:41][CH:40]=2)[CH2:35][CH2:34]1.ClCCl.P([O-])([O-])([O-])=O.[K+].[K+].[K+]. The product is [CH3:21][O:20][C:14]1[CH:13]=[C:12]([CH2:11][CH2:10][C:8]2[N:9]=[C:4]3[CH:3]=[C:2]([C:42]4[CH:41]=[CH:40][C:39]([N:36]5[CH2:37][CH2:38][N:33]([CH3:32])[CH2:34][CH2:35]5)=[CH:44][CH:43]=4)[N:22]([S:23]([C:26]4[CH:31]=[CH:30][CH:29]=[CH:28][CH:27]=4)(=[O:25])=[O:24])[C:5]3=[N:6][CH:7]=2)[CH:17]=[C:16]([O:18][CH3:19])[CH:15]=1. The yield is 0.700. The catalyst is O.C1C=CC(P(C2C=CC=CC=2)[C-]2C=CC=C2)=CC=1.C1C=CC(P(C2C=CC=CC=2)[C-]2C=CC=C2)=CC=1.Cl[Pd]Cl.[Fe+2].O1CCOCC1. (3) The reactants are C([O:8][CH2:9][CH2:10][CH2:11][CH2:12][C@@H:13]1[N:18]([C:19]([O:21][C:22]([CH3:25])([CH3:24])[CH3:23])=[O:20])[C:17]([C:26]2[CH:31]=[C:30]([F:32])[C:29]([F:33])=[C:28]([F:34])[CH:27]=2)=[CH:16][O:15][CH2:14]1)C1C=CC=CC=1.CO. No catalyst specified. The product is [OH:8][CH2:9][CH2:10][CH2:11][CH2:12][C@H:13]1[CH2:14][O:15][CH2:16][C@@H:17]([C:26]2[CH:27]=[C:28]([F:34])[C:29]([F:33])=[C:30]([F:32])[CH:31]=2)[N:18]1[C:19]([O:21][C:22]([CH3:25])([CH3:24])[CH3:23])=[O:20]. The yield is 0.308. (4) The reactants are [NH2:1][C:2]1[NH:6][N:5]=[CH:4][C:3]=1[C:7]#[N:8].[CH2:9]([CH:11]([C:17](=O)[CH3:18])[C:12](OCC)=[O:13])[CH3:10]. The catalyst is C(O)(=O)C. The product is [CH2:17]([C:11]1[C:12](=[O:13])[N:6]2[N:5]=[CH:4][C:3]([C:7]#[N:8])=[C:2]2[NH:1][C:9]=1[CH3:10])[CH3:18]. The yield is 0.670. (5) The reactants are [OH:1][C:2]1[C:3]([CH:11]2[C:19]3[C:14](=[CH:15][CH:16]=[CH:17][CH:18]=3)[N:13]([CH2:20][C:21]3[CH:30]=[CH:29][CH:28]=[CH:27][C:22]=3[C:23]([O:25][CH3:26])=[O:24])[C:12]2=[O:31])=[CH:4][C:5]2[O:9][CH2:8][O:7][C:6]=2[CH:10]=1.[CH2:32]=[O:33].C([N-]C(C)C)(C)C.[Li+]. The catalyst is C1COCC1. The product is [OH:1][C:2]1[C:3]([C:11]2([CH2:32][OH:33])[C:19]3[C:14](=[CH:15][CH:16]=[CH:17][CH:18]=3)[N:13]([CH2:20][C:21]3[CH:30]=[CH:29][CH:28]=[CH:27][C:22]=3[C:23]([O:25][CH3:26])=[O:24])[C:12]2=[O:31])=[CH:4][C:5]2[O:9][CH2:8][O:7][C:6]=2[CH:10]=1. The yield is 0.750.